Task: Predict the reaction yield, written as a fraction of the theoretical maximum amount of product (1.0 means a 100% yield; for example, 0.34 means a 34% yield).. Dataset: Reaction yield outcomes from USPTO patents with 853,638 reactions (1) The reactants are [C:1]([N:8]1[CH2:13][CH2:12][NH:11][CH2:10][CH2:9]1)([O:3][C:4]([CH3:7])([CH3:6])[CH3:5])=[O:2].[CH3:14][N:15]1[C:19]([CH:20]=O)=[CH:18][N:17]=[CH:16]1.C(O[BH-](OC(=O)C)OC(=O)C)(=O)C.[Na+]. The catalyst is ClCCCl. The product is [CH3:14][N:15]1[C:19]([CH2:20][N:11]2[CH2:10][CH2:9][N:8]([C:1]([O:3][C:4]([CH3:7])([CH3:6])[CH3:5])=[O:2])[CH2:13][CH2:12]2)=[CH:18][N:17]=[CH:16]1. The yield is 0.220. (2) The reactants are C1C2C(COC(=O)[NH:17][CH:18]([C:20](=[O:55])[NH:21][CH:22]([C:24]3[CH:29]=[CH:28][C:27]([F:30])=[CH:26][C:25]=3[C:31]3[C:36]4[S:37][C:38]([C:40]5[C:45]([F:46])=[CH:44][N:43]=[C:42]([NH:47][CH2:48][CH2:49][N:50]6[CH:54]=[CH:53][N:52]=[N:51]6)[N:41]=5)=[CH:39][C:35]=4[CH:34]=[CH:33][CH:32]=3)[CH3:23])[CH3:19])C3C(=CC=CC=3)C=2C=CC=1. The catalyst is N1CCCCC1.C(Cl)(Cl)Cl.C(O)(C)C. The product is [N:50]1([CH2:49][CH2:48][NH:47][C:42]2[N:41]=[C:40]([C:38]3[S:37][C:36]4[C:31]([C:25]5[CH:26]=[C:27]([F:30])[CH:28]=[CH:29][C:24]=5[C@H:22]([NH:21][C:20](=[O:55])[C@H:18]([NH2:17])[CH3:19])[CH3:23])=[CH:32][CH:33]=[CH:34][C:35]=4[CH:39]=3)[C:45]([F:46])=[CH:44][N:43]=2)[CH:54]=[CH:53][N:52]=[N:51]1. The yield is 0.780. (3) The reactants are [CH2:1]([O:3][C:4]1[CH:9]=[CH:8][C:7]([S:10]([N:13]([CH2:21][C:22]2[CH:30]=[CH:29][C:25]([C:26]([OH:28])=O)=[CH:24][CH:23]=2)[CH2:14][C:15]2[CH:20]=[CH:19][CH:18]=[CH:17][N:16]=2)(=[O:12])=[O:11])=[CH:6][CH:5]=1)[CH3:2].[NH2:31][C@@H:32]([CH2:41][OH:42])[C@H:33]([C:35]1[CH:40]=[CH:39][CH:38]=[CH:37][CH:36]=1)[OH:34]. No catalyst specified. The product is [CH2:1]([O:3][C:4]1[CH:5]=[CH:6][C:7]([S:10]([N:13]([CH2:21][C:22]2[CH:23]=[CH:24][C:25]([C:26]([NH:31][C@@H:32]([CH2:41][OH:42])[C@@H:33]([OH:34])[C:35]3[CH:40]=[CH:39][CH:38]=[CH:37][CH:36]=3)=[O:28])=[CH:29][CH:30]=2)[CH2:14][C:15]2[CH:20]=[CH:19][CH:18]=[CH:17][N:16]=2)(=[O:12])=[O:11])=[CH:8][CH:9]=1)[CH3:2]. The yield is 0.890. (4) The reactants are B.C1COCC1.[Cl:7][C:8]1[C:13]([C:14](O)=[O:15])=[CH:12][C:11]([Cl:17])=[CH:10][N:9]=1. The catalyst is C1COCC1. The yield is 0.640. The product is [Cl:7][C:8]1[C:13]([CH2:14][OH:15])=[CH:12][C:11]([Cl:17])=[CH:10][N:9]=1. (5) The reactants are C(O)C.CS[C:6](SC)=[CH:7][N+:8]([O-:10])=[O:9].[CH2:13]([NH:20][CH2:21][CH2:22][NH2:23])[C:14]1[CH:19]=[CH:18][CH:17]=[CH:16][CH:15]=1.CO. The catalyst is C(Cl)(Cl)Cl. The product is [CH2:13]([N:20]1[CH2:21][CH2:22][NH:23][C:6]1=[CH:7][N+:8]([O-:10])=[O:9])[C:14]1[CH:19]=[CH:18][CH:17]=[CH:16][CH:15]=1. The yield is 0.747. (6) The reactants are CO[C:3](=[O:38])[C:4]1[CH:9]=[C:8]([C:10]2[CH:11]=[C:12]3[C:18]([C:19]4[CH:24]=[CH:23][CH:22]=[CH:21][C:20]=4[O:25][CH3:26])=[CH:17][N:16](S(C4C=CC(C)=CC=4)(=O)=O)[C:13]3=[N:14][CH:15]=2)[CH:7]=[CH:6][C:5]=1[OH:37].[CH3:39][N:40]([CH3:45])[CH2:41][CH2:42][NH:43][CH3:44].N=C=N.CN(C=O)C. The catalyst is N1C=CC=CC=1. The product is [CH3:39][N:40]([CH3:45])[CH2:41][CH2:42][N:43]([CH3:44])[C:3](=[O:38])[C:4]1[CH:9]=[C:8]([C:10]2[CH:11]=[C:12]3[C:18]([C:19]4[CH:24]=[CH:23][CH:22]=[CH:21][C:20]=4[O:25][CH3:26])=[CH:17][NH:16][C:13]3=[N:14][CH:15]=2)[CH:7]=[CH:6][C:5]=1[OH:37]. The yield is 0.120. (7) The yield is 0.670. The catalyst is Cl.O. The product is [C:5]1([N:8]2[CH:12]=[C:11]([C:13]([O:15][CH2:16][CH3:17])=[O:14])[N:10]=[C:9]2[S:18][C:19]2[CH:20]=[CH:21][CH:22]=[CH:23][CH:24]=2)[CH:4]=[CH:3][CH:2]=[CH:7][CH:6]=1. The reactants are N[C:2]1[CH:7]=[CH:6][C:5]([N:8]2[CH:12]=[C:11]([C:13]([O:15][CH2:16][CH3:17])=[O:14])[N:10]=[C:9]2[S:18][C:19]2[CH:24]=[CH:23][C:22](N)=[CH:21][CH:20]=2)=[CH:4][CH:3]=1.N([O-])=O.[Na+].[PH2](O)=O.